Task: Predict the reactants needed to synthesize the given product.. Dataset: Full USPTO retrosynthesis dataset with 1.9M reactions from patents (1976-2016) (1) Given the product [C:1]([O:7][C:8]1[C:9]([O:48][CH3:49])=[CH:10][C:11]([C:16]([O:18][C@H:19]2[C@H:39]([O:40][CH3:41])[C@@H:38]([C:42]([O:44][CH3:45])=[O:43])[C@@H:37]3[C@@H:21]([CH2:22][N:23]4[C@H:35]([CH2:36]3)[C:34]3[NH:33][C:32]5[C:27](=[CH:28][CH:29]=[C:30]([O:46][CH3:47])[CH:31]=5)[C:26]=3[CH2:25][CH2:24]4)[CH2:20]2)=[O:17])=[CH:12][C:13]=1[O:14][CH3:15])(=[O:5])[CH2:2][CH2:3][CH3:4], predict the reactants needed to synthesize it. The reactants are: [C:1](Cl)(=[O:5])[CH2:2][CH2:3][CH3:4].[OH:7][C:8]1[C:13]([O:14][CH3:15])=[CH:12][C:11]([C:16]([O:18][C@H:19]2[C@H:39]([O:40][CH3:41])[C@@H:38]([C:42]([O:44][CH3:45])=[O:43])[C@@H:37]3[C@@H:21]([CH2:22][N:23]4[C@H:35]([CH2:36]3)[C:34]3[NH:33][C:32]5[C:27](=[CH:28][CH:29]=[C:30]([O:46][CH3:47])[CH:31]=5)[C:26]=3[CH2:25][CH2:24]4)[CH2:20]2)=[O:17])=[CH:10][C:9]=1[O:48][CH3:49]. (2) Given the product [F:1][C:2]1[CH:7]=[CH:6][C:5]2[NH:8][C:12]([C:11]([Cl:17])([Cl:16])[Cl:10])=[N:9][C:4]=2[CH:3]=1, predict the reactants needed to synthesize it. The reactants are: [F:1][C:2]1[CH:3]=[C:4]([NH2:9])[C:5]([NH2:8])=[CH:6][CH:7]=1.[Cl:10][C:11]([Cl:17])([Cl:16])[C:12](=N)OC.O. (3) Given the product [F:1][C:2]1[CH:3]=[C:4]([CH2:9][C@@H:10]([C:11]2[O:12][C:13]([C:16]3[CH:21]=[CH:20][CH:19]=[CH:18][CH:17]=3)=[N:14][N:15]=2)[NH2:22])[CH:5]=[C:6]([F:8])[CH:7]=1, predict the reactants needed to synthesize it. The reactants are: [F:1][C:2]1[CH:3]=[C:4]([CH2:9][C@H:10]([NH:22]C(=O)OC(C)(C)C)[C:11]2[O:12][C:13]([C:16]3[CH:21]=[CH:20][CH:19]=[CH:18][CH:17]=3)=[N:14][N:15]=2)[CH:5]=[C:6]([F:8])[CH:7]=1.Cl. (4) The reactants are: [C:1]([O:5][C:6]([N:8]1[C@H:12]([C:13](=[O:45])[NH:14][C@:15]2([C:20]([NH:22][S:23]([C:26]3[CH:31]=[CH:30][CH:29]=[CH:28][C:27]=3[NH:32][CH2:33][CH2:34][CH2:35][CH2:36][CH2:37][CH2:38][CH2:39][CH2:40][C:41]([O:43]C)=[O:42])(=[O:25])=[O:24])=[O:21])[CH2:17][C@H:16]2[CH:18]=[CH2:19])[CH2:11][C@@H:10]([O:46][C:47]([N:49]2[CH2:57][C:56]3[C:51](=[CH:52][CH:53]=[CH:54][C:55]=3[F:58])[CH2:50]2)=[O:48])[CH2:9]1)=[O:7])([CH3:4])([CH3:3])[CH3:2].[Li+].[OH-]. Given the product [C:1]([O:5][C:6]([N:8]1[C@H:12]([C:13](=[O:45])[NH:14][C@:15]2([C:20]([NH:22][S:23]([C:26]3[CH:31]=[CH:30][CH:29]=[CH:28][C:27]=3[NH:32][CH2:33][CH2:34][CH2:35][CH2:36][CH2:37][CH2:38][CH2:39][CH2:40][C:41]([OH:43])=[O:42])(=[O:24])=[O:25])=[O:21])[CH2:17][C@H:16]2[CH:18]=[CH2:19])[CH2:11][C@@H:10]([O:46][C:47]([N:49]2[CH2:57][C:56]3[C:51](=[CH:52][CH:53]=[CH:54][C:55]=3[F:58])[CH2:50]2)=[O:48])[CH2:9]1)=[O:7])([CH3:2])([CH3:3])[CH3:4], predict the reactants needed to synthesize it.